From a dataset of Forward reaction prediction with 1.9M reactions from USPTO patents (1976-2016). Predict the product of the given reaction. (1) Given the reactants CC(OC(C1SC(N[C:26]([NH:28][CH2:29][CH2:30][CH2:31][CH2:32][CH2:33][CH2:34][CH2:35][CH3:36])=[O:27])=C(C(OC(C)(C)C)=O)C=1C)=O)CCCCCC, predict the reaction product. The product is: [CH2:29]([N:28]=[C:26]=[O:27])[CH2:30][CH2:31][CH2:32][CH2:33][CH2:34][CH2:35][CH2:36][CH2:29][CH2:30][CH2:31][CH2:32][CH2:33][CH2:34][CH2:35][CH3:36]. (2) Given the reactants I[C:2]1[CH:12]=[CH:11][C:5]([C:6]([O:8][CH2:9][CH3:10])=[O:7])=[CH:4][CH:3]=1.[CH:13](/B(O)O)=[CH:14]\[C:15]1[CH:20]=[CH:19][CH:18]=[CH:17][CH:16]=1, predict the reaction product. The product is: [CH:13](/[C:2]1[CH:12]=[CH:11][C:5]([C:6]([O:8][CH2:9][CH3:10])=[O:7])=[CH:4][CH:3]=1)=[CH:14]\[C:15]1[CH:20]=[CH:19][CH:18]=[CH:17][CH:16]=1. (3) Given the reactants [CH3:1][O:2][C:3]1[CH:4]=[C:5]([CH:21]=[CH:22][C:23]=1[O:24][CH2:25][C:26]1[N:27]=[C:28]([C:32]2[CH:37]=[CH:36][CH:35]=[CH:34][CH:33]=2)[O:29][C:30]=1[CH3:31])[CH2:6][O:7][C:8]1[C:12]([CH:13]=O)=[CH:11][N:10]([C:15]2[CH:20]=[CH:19][CH:18]=[CH:17][CH:16]=2)[N:9]=1.[CH2:38]([P:47](=[O:54])([O:51][CH2:52][CH3:53])[O:48][CH2:49][CH3:50])P(=O)(OCC)OCC.CN(C)C=O.[H-].[Na+], predict the reaction product. The product is: [CH3:1][O:2][C:3]1[CH:4]=[C:5]([CH:21]=[CH:22][C:23]=1[O:24][CH2:25][C:26]1[N:27]=[C:28]([C:32]2[CH:37]=[CH:36][CH:35]=[CH:34][CH:33]=2)[O:29][C:30]=1[CH3:31])[CH2:6][O:7][C:8]1[C:12](/[CH:13]=[CH:38]/[P:47](=[O:54])([O:48][CH2:49][CH3:50])[O:51][CH2:52][CH3:53])=[CH:11][N:10]([C:15]2[CH:16]=[CH:17][CH:18]=[CH:19][CH:20]=2)[N:9]=1. (4) Given the reactants [BrH:1].N([O-])=O.[K+].C(=O)([O-])[O-].[Na+].[Na+].[Cl:12][C:13]1[CH:14]=[C:15]([N+:27]([O-:29])=[O:28])[C:16](N)=[N:17][C:18]=1[O:19][CH2:20][CH2:21][CH2:22][CH:23]([CH3:25])[CH3:24], predict the reaction product. The product is: [Br:1][C:16]1[C:15]([N+:27]([O-:29])=[O:28])=[CH:14][C:13]([Cl:12])=[C:18]([O:19][CH2:20][CH2:21][CH2:22][CH:23]([CH3:25])[CH3:24])[N:17]=1. (5) Given the reactants [H-].[Na+].[CH2:3]([O:5][C:6]([C:8]1[NH:9][C:10]2[C:15]([CH:16]=1)=[C:14]([Br:17])[CH:13]=[CH:12][CH:11]=2)=[O:7])[CH3:4].Cl[CH2:19][C:20]#[N:21], predict the reaction product. The product is: [CH2:3]([O:5][C:6]([C:8]1[N:9]([CH2:19][C:20]#[N:21])[C:10]2[C:15]([CH:16]=1)=[C:14]([Br:17])[CH:13]=[CH:12][CH:11]=2)=[O:7])[CH3:4].